Dataset: Catalyst prediction with 721,799 reactions and 888 catalyst types from USPTO. Task: Predict which catalyst facilitates the given reaction. Reactant: [NH:1]1[C:9]2[C:4](=[CH:5][CH:6]=[CH:7][CH:8]=2)[CH2:3][CH2:2]1.[Cl:10][CH2:11][C:12](Cl)=[O:13].O. Product: [Cl:10][CH2:11][C:12]([N:1]1[C:9]2[C:4](=[CH:5][CH:6]=[CH:7][CH:8]=2)[CH2:3][CH2:2]1)=[O:13]. The catalyst class is: 21.